Dataset: Catalyst prediction with 721,799 reactions and 888 catalyst types from USPTO. Task: Predict which catalyst facilitates the given reaction. (1) Reactant: [H-].[H-].[H-].[H-].[Li+].[Al+3].[Br:7][C:8]1[CH:13]=[CH:12][C:11]([C:14]2([C:21]3[CH:26]=[CH:25][CH:24]=[C:23]([O:27][CH3:28])[CH:22]=3)[CH2:19][NH:18][C:17](=O)[CH2:16][O:15]2)=[CH:10][CH:9]=1.O.[OH-].[Na+]. Product: [Br:7][C:8]1[CH:9]=[CH:10][C:11]([C:14]2([C:21]3[CH:26]=[CH:25][CH:24]=[C:23]([O:27][CH3:28])[CH:22]=3)[O:15][CH2:16][CH2:17][NH:18][CH2:19]2)=[CH:12][CH:13]=1. The catalyst class is: 1. (2) Reactant: [H-].[H-].[H-].[H-].[Li+].[Al+3].[OH:7][C:8]([C:12]1[CH:17]=[CH:16][CH:15]=[CH:14][N:13]=1)([CH3:11])[C:9]#[N:10]. Product: [NH2:10][CH2:9][C:8]([C:12]1[CH:17]=[CH:16][CH:15]=[CH:14][N:13]=1)([OH:7])[CH3:11]. The catalyst class is: 1.